Dataset: Reaction yield outcomes from USPTO patents with 853,638 reactions. Task: Predict the reaction yield, written as a fraction of the theoretical maximum amount of product (1.0 means a 100% yield; for example, 0.34 means a 34% yield). (1) The reactants are [Br:1][C:2]1[CH:3]=[C:4]2[C:10]([I:11])=[CH:9][NH:8][C:5]2=[N:6][CH:7]=1.[H-].[Na+].[S:14](Cl)([C:17]1[CH:23]=[CH:22][C:20]([CH3:21])=[CH:19][CH:18]=1)(=[O:16])=[O:15].C(OCC)(=O)C. The catalyst is CN(C=O)C.CCCCCC. The product is [Br:1][C:2]1[CH:3]=[C:4]2[C:10]([I:11])=[CH:9][N:8]([S:14]([C:17]3[CH:23]=[CH:22][C:20]([CH3:21])=[CH:19][CH:18]=3)(=[O:16])=[O:15])[C:5]2=[N:6][CH:7]=1. The yield is 0.963. (2) The reactants are [F:1][C:2]1[CH:10]=[C:9]2[C:5]([C:6](I)=[CH:7][N:8]2[S:11]([C:14]2[CH:19]=[CH:18][CH:17]=[CH:16][CH:15]=2)(=[O:13])=[O:12])=[CH:4][CH:3]=1.CC1(C)C(C)(C)OB([C:29]2[CH:37]=[C:36]3[C:32]([CH2:33][C:34](=[O:38])[NH:35]3)=[CH:31][CH:30]=2)O1.C([O-])([O-])=O.[K+].[K+]. The catalyst is O1CCOCC1.O.C1C=CC([P]([Pd]([P](C2C=CC=CC=2)(C2C=CC=CC=2)C2C=CC=CC=2)([P](C2C=CC=CC=2)(C2C=CC=CC=2)C2C=CC=CC=2)[P](C2C=CC=CC=2)(C2C=CC=CC=2)C2C=CC=CC=2)(C2C=CC=CC=2)C2C=CC=CC=2)=CC=1. The product is [F:1][C:2]1[CH:10]=[C:9]2[C:5]([C:6]([C:29]3[CH:37]=[C:36]4[C:32]([CH2:33][C:34](=[O:38])[NH:35]4)=[CH:31][CH:30]=3)=[CH:7][N:8]2[S:11]([C:14]2[CH:19]=[CH:18][CH:17]=[CH:16][CH:15]=2)(=[O:13])=[O:12])=[CH:4][CH:3]=1. The yield is 0.980. (3) The reactants are [CH:1]1[C:10]2[C:5](=[CH:6][CH:7]=[CH:8][CH:9]=2)[CH:4]=[CH:3][C:2]=1[N:11]1[C:23](=[O:24])[C:15]2[NH:16][C:17]3[CH:18]=[CH:19][CH:20]=[CH:21][C:22]=3[C:14]=2[N:13]=[C:12]1[S:25][CH2:26][C:27](O)=[O:28].C(N(CC)CC)C.[CH:37]1([NH2:43])[CH2:42][CH2:41][CH2:40][CH2:39][CH2:38]1.CN(C(ON1N=NC2C=CC=NC1=2)=[N+](C)C)C.F[P-](F)(F)(F)(F)F. The catalyst is CN(C=O)C. The product is [CH:37]1([NH:43][C:27](=[O:28])[CH2:26][S:25][C:12]2[N:11]([C:2]3[CH:3]=[CH:4][C:5]4[C:10](=[CH:9][CH:8]=[CH:7][CH:6]=4)[CH:1]=3)[C:23](=[O:24])[C:15]3[NH:16][C:17]4[CH:18]=[CH:19][CH:20]=[CH:21][C:22]=4[C:14]=3[N:13]=2)[CH2:42][CH2:41][CH2:40][CH2:39][CH2:38]1. The yield is 0.860. (4) The reactants are C(OC([N:8]([C:24]1[CH:29]=[CH:28][CH:27]=[C:26]([N+:30]([O-:32])=[O:31])[CH:25]=1)[C:9]1[CH:14]=[CH:13][N:12]=[C:11]([C:15]2[NH:19][CH:18]=[C:17]([C:20]([O:22][CH3:23])=[O:21])[CH:16]=2)[CH:10]=1)=O)(C)(C)C. The catalyst is C1(C)C=CC=CC=1. The product is [N+:30]([C:26]1[CH:25]=[C:24]([NH:8][C:9]2[CH:14]=[CH:13][N:12]=[C:11]([C:15]3[NH:19][CH:18]=[C:17]([C:20]([O:22][CH3:23])=[O:21])[CH:16]=3)[CH:10]=2)[CH:29]=[CH:28][CH:27]=1)([O-:32])=[O:31]. The yield is 0.490. (5) The reactants are [Cl:1][C:2]1[C:3](=[O:25])[N:4]([CH3:24])[CH:5]=[C:6]([C:9]([N:11]2[CH2:16][CH2:15][CH:14]([C:17]3[CH:22]=[CH:21][C:20]([F:23])=[CH:19][CH:18]=3)[CH2:13][CH2:12]2)=[O:10])[C:7]=1Cl.[NH:26]1[C:30]2[CH:31]=[C:32]([NH2:35])[CH:33]=[CH:34][C:29]=2[N:28]=[N:27]1. The yield is 0.0890. The product is [NH:26]1[C:30]2[CH:31]=[C:32]([NH:35][C:7]3[C:6]([C:9]([N:11]4[CH2:16][CH2:15][CH:14]([C:17]5[CH:22]=[CH:21][C:20]([F:23])=[CH:19][CH:18]=5)[CH2:13][CH2:12]4)=[O:10])=[CH:5][N:4]([CH3:24])[C:3](=[O:25])[C:2]=3[Cl:1])[CH:33]=[CH:34][C:29]=2[N:28]=[N:27]1. No catalyst specified.